Dataset: NCI-60 drug combinations with 297,098 pairs across 59 cell lines. Task: Regression. Given two drug SMILES strings and cell line genomic features, predict the synergy score measuring deviation from expected non-interaction effect. Drug 1: CN1C(=O)N2C=NC(=C2N=N1)C(=O)N. Drug 2: CCC1=C2CN3C(=CC4=C(C3=O)COC(=O)C4(CC)O)C2=NC5=C1C=C(C=C5)O. Cell line: ACHN. Synergy scores: CSS=32.8, Synergy_ZIP=-4.40, Synergy_Bliss=-2.43, Synergy_Loewe=-79.2, Synergy_HSA=-2.82.